Dataset: Full USPTO retrosynthesis dataset with 1.9M reactions from patents (1976-2016). Task: Predict the reactants needed to synthesize the given product. (1) Given the product [C:23]([C:19]1[C:20]([CH3:22])=[CH:21][C:16]([NH:8][C:6](=[O:7])[O:5][C:1]([CH3:2])([CH3:3])[CH3:4])=[N:17][C:18]=1[CH3:25])#[N:24], predict the reactants needed to synthesize it. The reactants are: [C:1]([O:5][C:6]([N:8]([C:16]1[CH:21]=[C:20]([CH3:22])[C:19]([C:23]#[N:24])=[C:18]([CH3:25])[N:17]=1)C(=O)OC(C)(C)C)=[O:7])([CH3:4])([CH3:3])[CH3:2].CO.OO.[OH-].[Na+]. (2) Given the product [CH3:1][S:2]([OH:5])(=[O:4])=[O:3].[C:6]([C:10]1[CH:11]=[C:12]([NH:22][C:23]([NH:25][C:26]2[CH:27]=[N:28][C:29]([N:32]3[CH2:37][CH2:36][N:35]([C:38](=[O:45])[CH2:39][CH:40]4[CH2:44][CH2:43][CH2:42][CH2:41]4)[CH2:34][CH2:33]3)=[CH:30][CH:31]=2)=[O:24])[N:13]([C:15]2[CH:16]=[CH:17][C:18]([CH3:21])=[CH:19][CH:20]=2)[N:14]=1)([CH3:9])([CH3:7])[CH3:8], predict the reactants needed to synthesize it. The reactants are: [CH3:1][S:2]([OH:5])(=[O:4])=[O:3].[C:6]([C:10]1[CH:11]=[C:12]([NH:22][C:23]([NH:25][C:26]2[CH:27]=[N:28][C:29]([N:32]3[CH2:37][CH2:36][N:35]([C:38](=[O:45])[CH2:39][CH:40]4[CH2:44][CH2:43][CH2:42][CH2:41]4)[CH2:34][CH2:33]3)=[CH:30][CH:31]=2)=[O:24])[N:13]([C:15]2[CH:20]=[CH:19][C:18]([CH3:21])=[CH:17][CH:16]=2)[N:14]=1)([CH3:9])([CH3:8])[CH3:7].N#N. (3) The reactants are: S(Cl)([Cl:3])=O.[CH3:5][C:6]([N:11]1[C:15](=[O:16])[C:14]2=[CH:17][CH:18]=[CH:19][CH:20]=[C:13]2[C:12]1=[O:21])([CH3:10])[C:7](O)=[O:8]. Given the product [CH3:5][C:6]([N:11]1[C:15](=[O:16])[C:14]2=[CH:17][CH:18]=[CH:19][CH:20]=[C:13]2[C:12]1=[O:21])([CH3:10])[C:7]([Cl:3])=[O:8], predict the reactants needed to synthesize it. (4) Given the product [CH3:18][O:17][N:16]([CH3:15])[C:3]([C:4]1[CH:12]=[CH:11][C:10]2[O:9][CH2:8][O:7][C:6]=2[CH:5]=1)=[O:1], predict the reactants needed to synthesize it. The reactants are: [OH-:1].[Na+].[CH2:3](Cl)[C:4]1[CH:12]=[CH:11][C:10]2[O:9][CH2:8][O:7][C:6]=2[CH:5]=1.Cl.[CH3:15][NH:16][O:17][CH3:18]. (5) Given the product [NH2:15][C:16]1[C:17]([C:18]#[N:19])=[C:20]([CH:21]=[CH:22][CH:23]=1)[O:1][CH2:2][C:3]([NH:6][C:7]([CH:9]1[CH2:14][CH2:13][CH2:12][CH2:11][CH2:10]1)=[O:8])([CH3:5])[CH3:4], predict the reactants needed to synthesize it. The reactants are: [OH:1][CH2:2][C:3]([NH:6][C:7]([CH:9]1[CH2:14][CH2:13][CH2:12][CH2:11][CH2:10]1)=[O:8])([CH3:5])[CH3:4].[NH2:15][C:16]1[CH:23]=[CH:22][CH:21]=[C:20](F)[C:17]=1[C:18]#[N:19].